From a dataset of Forward reaction prediction with 1.9M reactions from USPTO patents (1976-2016). Predict the product of the given reaction. Given the reactants [NH2:1][C:2]1[N:7]=[CH:6][N:5]=[C:4]2[N:8]([CH2:30][C:31]([O:33]CC)=O)[N:9]=[C:10]([C:11]3[CH:16]=[CH:15][C:14]([NH:17][S:18]([C:21]4[CH:26]=[CH:25][CH:24]=[C:23]([Cl:27])[C:22]=4[Cl:28])(=[O:20])=[O:19])=[C:13]([F:29])[CH:12]=3)[C:3]=12.[CH3:36][N:37]1[CH2:42][CH2:41][NH:40][CH2:39][CH2:38]1, predict the reaction product. The product is: [NH2:1][C:2]1[N:7]=[CH:6][N:5]=[C:4]2[N:8]([CH2:30][C:31]([N:40]3[CH2:41][CH2:42][N:37]([CH3:36])[CH2:38][CH2:39]3)=[O:33])[N:9]=[C:10]([C:11]3[CH:16]=[CH:15][C:14]([NH:17][S:18]([C:21]4[CH:26]=[CH:25][CH:24]=[C:23]([Cl:27])[C:22]=4[Cl:28])(=[O:19])=[O:20])=[C:13]([F:29])[CH:12]=3)[C:3]=12.